Task: Regression. Given two drug SMILES strings and cell line genomic features, predict the synergy score measuring deviation from expected non-interaction effect.. Dataset: NCI-60 drug combinations with 297,098 pairs across 59 cell lines (1) Drug 2: COC1=NC(=NC2=C1N=CN2C3C(C(C(O3)CO)O)O)N. Cell line: SNB-75. Synergy scores: CSS=-8.08, Synergy_ZIP=2.93, Synergy_Bliss=-0.818, Synergy_Loewe=-5.67, Synergy_HSA=-5.46. Drug 1: CC1=C(C(CCC1)(C)C)C=CC(=CC=CC(=CC(=O)O)C)C. (2) Drug 1: CNC(=O)C1=NC=CC(=C1)OC2=CC=C(C=C2)NC(=O)NC3=CC(=C(C=C3)Cl)C(F)(F)F. Drug 2: C1=NNC2=C1C(=O)NC=N2. Cell line: CCRF-CEM. Synergy scores: CSS=15.8, Synergy_ZIP=-1.37, Synergy_Bliss=0.564, Synergy_Loewe=7.30, Synergy_HSA=4.11. (3) Synergy scores: CSS=42.5, Synergy_ZIP=2.64, Synergy_Bliss=3.91, Synergy_Loewe=3.40, Synergy_HSA=3.14. Cell line: UACC62. Drug 1: CC12CCC3C(C1CCC2=O)CC(=C)C4=CC(=O)C=CC34C. Drug 2: B(C(CC(C)C)NC(=O)C(CC1=CC=CC=C1)NC(=O)C2=NC=CN=C2)(O)O. (4) Drug 1: CC(CN1CC(=O)NC(=O)C1)N2CC(=O)NC(=O)C2. Drug 2: C(=O)(N)NO. Cell line: MDA-MB-231. Synergy scores: CSS=23.6, Synergy_ZIP=-1.11, Synergy_Bliss=6.30, Synergy_Loewe=3.86, Synergy_HSA=7.47. (5) Drug 1: C1=NC2=C(N=C(N=C2N1C3C(C(C(O3)CO)O)F)Cl)N. Drug 2: C1=CC=C(C=C1)NC(=O)CCCCCCC(=O)NO. Cell line: LOX IMVI. Synergy scores: CSS=7.38, Synergy_ZIP=-1.64, Synergy_Bliss=3.09, Synergy_Loewe=-0.366, Synergy_HSA=0.959. (6) Drug 1: CN1C(=O)N2C=NC(=C2N=N1)C(=O)N. Drug 2: C1=CN(C=N1)CC(O)(P(=O)(O)O)P(=O)(O)O. Cell line: HT29. Synergy scores: CSS=0.198, Synergy_ZIP=0.928, Synergy_Bliss=1.67, Synergy_Loewe=-1.88, Synergy_HSA=-0.989. (7) Drug 1: CC1C(C(=O)NC(C(=O)N2CCCC2C(=O)N(CC(=O)N(C(C(=O)O1)C(C)C)C)C)C(C)C)NC(=O)C3=C4C(=C(C=C3)C)OC5=C(C(=O)C(=C(C5=N4)C(=O)NC6C(OC(=O)C(N(C(=O)CN(C(=O)C7CCCN7C(=O)C(NC6=O)C(C)C)C)C)C(C)C)C)N)C. Drug 2: CCC1(CC2CC(C3=C(CCN(C2)C1)C4=CC=CC=C4N3)(C5=C(C=C6C(=C5)C78CCN9C7C(C=CC9)(C(C(C8N6C)(C(=O)OC)O)OC(=O)C)CC)OC)C(=O)OC)O.OS(=O)(=O)O. Cell line: NCI/ADR-RES. Synergy scores: CSS=-7.80, Synergy_ZIP=5.73, Synergy_Bliss=4.33, Synergy_Loewe=1.08, Synergy_HSA=-2.80. (8) Drug 1: CCC1=CC2CC(C3=C(CN(C2)C1)C4=CC=CC=C4N3)(C5=C(C=C6C(=C5)C78CCN9C7C(C=CC9)(C(C(C8N6C)(C(=O)OC)O)OC(=O)C)CC)OC)C(=O)OC.C(C(C(=O)O)O)(C(=O)O)O. Drug 2: CC1=C(C=C(C=C1)C(=O)NC2=CC(=CC(=C2)C(F)(F)F)N3C=C(N=C3)C)NC4=NC=CC(=N4)C5=CN=CC=C5. Cell line: SK-MEL-5. Synergy scores: CSS=43.4, Synergy_ZIP=3.55, Synergy_Bliss=8.59, Synergy_Loewe=-6.97, Synergy_HSA=6.66. (9) Drug 1: CCCS(=O)(=O)NC1=C(C(=C(C=C1)F)C(=O)C2=CNC3=C2C=C(C=N3)C4=CC=C(C=C4)Cl)F. Drug 2: CC1C(C(CC(O1)OC2CC(CC3=C2C(=C4C(=C3O)C(=O)C5=C(C4=O)C(=CC=C5)OC)O)(C(=O)C)O)N)O.Cl. Cell line: UACC62. Synergy scores: CSS=56.7, Synergy_ZIP=9.93, Synergy_Bliss=9.28, Synergy_Loewe=11.0, Synergy_HSA=12.8.